Task: Predict the reaction yield, written as a fraction of the theoretical maximum amount of product (1.0 means a 100% yield; for example, 0.34 means a 34% yield).. Dataset: Reaction yield outcomes from USPTO patents with 853,638 reactions (1) The reactants are C[O:2][C:3](=[O:31])[CH2:4][C:5]1[CH:10]=[C:9]([Cl:11])[C:8]([O:12][C:13]2[CH:18]=[CH:17][C:16]([NH:19][C:20](=[O:24])[CH:21]([CH3:23])[CH3:22])=[C:15](/[CH:25]=[CH:26]/[C:27]([OH:29])=[O:28])[CH:14]=2)=[C:7]([Cl:30])[CH:6]=1.[Li+].[OH-].Cl. The catalyst is C1COCC1. The product is [Cl:11][C:9]1[CH:10]=[C:5]([CH2:4][C:3]([OH:31])=[O:2])[CH:6]=[C:7]([Cl:30])[C:8]=1[O:12][C:13]1[CH:18]=[CH:17][C:16]([NH:19][C:20](=[O:24])[CH:21]([CH3:23])[CH3:22])=[C:15](/[CH:25]=[CH:26]/[C:27]([OH:29])=[O:28])[CH:14]=1. The yield is 0.350. (2) The reactants are [N:1]1[CH:6]=[CH:5][CH:4]=[CH:3][C:2]=1[N:7]1[CH2:12][CH2:11][NH:10][CH2:9][CH2:8]1.[F:13][C:14]1[CH:19]=[CH:18][C:17]([NH:20][C:21](=[O:24])[CH2:22]Cl)=[CH:16][CH:15]=1.C(=O)([O-])[O-].[Na+].[Na+]. The product is [F:13][C:14]1[CH:15]=[CH:16][C:17]([NH:20][C:21](=[O:24])[CH2:22][N:10]2[CH2:9][CH2:8][N:7]([C:2]3[CH:3]=[CH:4][CH:5]=[CH:6][N:1]=3)[CH2:12][CH2:11]2)=[CH:18][CH:19]=1. The yield is 0.950. The catalyst is CN(C)C=O.O. (3) The reactants are C=O.[CH3:3][NH:4][CH3:5].[Cl:6][C:7]1[CH:8]=[C:9]2[C:13](=[CH:14][CH:15]=1)[NH:12][CH:11]=[CH:10]2.[C:16]([O-])(O)=O.[Na+].[OH-].[Na+]. The catalyst is CCO.CC(O)=O. The product is [Cl:6][C:7]1[CH:8]=[C:9]2[C:5](=[CH:14][CH:15]=1)[NH:4][CH:3]=[C:10]2[CH2:11][N:12]([CH3:16])[CH3:13]. The yield is 0.850. (4) The reactants are N1CCCN2CCCCCC=12.ClC1C(C2N3C=CC=CC3=NC=2)=NC([NH:19][C:20]2[CH:25]=[CH:24][C:23]([N:26]3[CH2:31][CH2:30]N(C(=O)CC)[CH2:28][CH2:27]3)=[CH:22][C:21]=2[O:36][CH3:37])=NC=1.O=[C:48]1N(C(=O)C)C2C=CC=C[C:50]=2[N:49]1[C:60](=[O:62])[CH3:61].C(OCC)(=[O:65])C. The catalyst is ClCCl. The product is [NH2:19][C:20]1[CH:25]=[CH:24][C:23]([N:26]2[CH2:27][CH:28]3[O:65][CH:30]([CH2:48][N:49]([C:60](=[O:62])[CH3:61])[CH2:50]3)[CH2:31]2)=[CH:22][C:21]=1[O:36][CH3:37]. The yield is 0.500.